From a dataset of Reaction yield outcomes from USPTO patents with 853,638 reactions. Predict the reaction yield, written as a fraction of the theoretical maximum amount of product (1.0 means a 100% yield; for example, 0.34 means a 34% yield). (1) The reactants are C([O:5][NH:6][C:7](=[O:31])[CH:8]([NH:16][S:17]([C:20]1[CH:25]=[CH:24][C:23]([O:26][CH2:27][C:28]#[C:29][CH3:30])=[CH:22][CH:21]=1)(=[O:19])=[O:18])[C:9]1[CH:14]=[CH:13][C:12]([OH:15])=[CH:11][CH:10]=1)(C)(C)C. The catalyst is C(O)(C(F)(F)F)=O. The product is [CH2:27]([O:26][C:23]1[CH:22]=[CH:21][C:20]([S:17]([NH:16][CH:8]([C:9]2[CH:14]=[CH:13][C:12]([OH:15])=[CH:11][CH:10]=2)[C:7]([NH:6][OH:5])=[O:31])(=[O:19])=[O:18])=[CH:25][CH:24]=1)[C:28]#[C:29][CH3:30]. The yield is 0.0900. (2) The reactants are C(C1C=C(NC2N=C(NC3C=CC=C(C(O)=O)C=3)C(F)=CN=2)C=CC=1)(O)=O.C[O:29][C:30]([C:32]1[CH:37]=[CH:36][C:35]([NH:38][C:39]2[N:44]=[C:43]([NH:45][C:46]3[CH:51]=[CH:50][C:49]([C:52]([O:54]C)=[O:53])=[CH:48][CH:47]=3)[C:42]([F:56])=[CH:41][N:40]=2)=[CH:34][CH:33]=1)=[O:31].[OH-].[Na+]. No catalyst specified. The product is [C:30]([C:32]1[CH:37]=[CH:36][C:35]([NH:38][C:39]2[N:44]=[C:43]([NH:45][C:46]3[CH:51]=[CH:50][C:49]([C:52]([OH:54])=[O:53])=[CH:48][CH:47]=3)[C:42]([F:56])=[CH:41][N:40]=2)=[CH:34][CH:33]=1)([OH:31])=[O:29]. The yield is 0.590. (3) The reactants are C(OC(=O)[NH:7][C@H:8]([C:24](=[O:30])[NH:25][C:26]([CH3:29])([CH3:28])[CH3:27])[CH2:9][C:10]1[CH:15]=[CH:14][C:13]([O:16][CH2:17][C:18]2[CH:23]=[CH:22][CH:21]=[CH:20][CH:19]=2)=[CH:12][CH:11]=1)(C)(C)C.FC(F)(F)C(O)=O. The catalyst is C(Cl)Cl. The product is [NH2:7][C@@H:8]([CH2:9][C:10]1[CH:11]=[CH:12][C:13]([O:16][CH2:17][C:18]2[CH:23]=[CH:22][CH:21]=[CH:20][CH:19]=2)=[CH:14][CH:15]=1)[C:24]([NH:25][C:26]([CH3:28])([CH3:27])[CH3:29])=[O:30]. The yield is 0.910. (4) The yield is 0.780. The reactants are CCN(C(C)C)C(C)C.[CH3:10][NH:11][CH:12]1[CH2:17][CH2:16][N:15]([C:18]2[CH:19]=[CH:20][C:21]3[N:22]([C:24]([C:27]([F:30])([F:29])[F:28])=[N:25][N:26]=3)[N:23]=2)[CH2:14][CH2:13]1.Br.Br[CH2:33][C:34]1[CH:35]=[N:36][CH:37]=[CH:38][CH:39]=1. The catalyst is CC(N(C)C)=O. The product is [CH3:10][N:11]([CH2:33][C:34]1[CH:35]=[N:36][CH:37]=[CH:38][CH:39]=1)[CH:12]1[CH2:17][CH2:16][N:15]([C:18]2[CH:19]=[CH:20][C:21]3[N:22]([C:24]([C:27]([F:30])([F:28])[F:29])=[N:25][N:26]=3)[N:23]=2)[CH2:14][CH2:13]1. (5) The reactants are [C:1]([C:5]1[CH:10]=[CH:9][CH:8]=[C:7]([C:11]([CH3:14])([CH3:13])[CH3:12])[C:6]=1[OH:15])([CH3:4])([CH3:3])[CH3:2]. The catalyst is CO.[Rh]. The product is [C:11]([CH:7]1[CH2:8][CH2:9][CH2:10][CH:5]([C:1]([CH3:4])([CH3:3])[CH3:2])[C:6]1=[O:15])([CH3:14])([CH3:13])[CH3:12]. The yield is 0.970.